This data is from Forward reaction prediction with 1.9M reactions from USPTO patents (1976-2016). The task is: Predict the product of the given reaction. (1) Given the reactants C(O[C:6]([N:8]1[CH2:12][C:11](=[N:13][O:14][CH2:15][C:16]2[CH:21]=[CH:20][C:19]([O:22][CH3:23])=[CH:18][CH:17]=2)[CH2:10][C@H:9]1[C:24]([OH:26])=O)=[O:7])(C)(C)C.[N:27]([CH2:30][CH2:31][CH2:32][CH2:33][CH3:34])=C=O.[CH:35]1([NH2:38])[CH2:37][CH2:36]1, predict the reaction product. The product is: [CH:35]1([NH:38][C:24]([C@@H:9]2[CH2:10][C:11](=[N:13][O:14][CH2:15][C:16]3[CH:17]=[CH:18][C:19]([O:22][CH3:23])=[CH:20][CH:21]=3)[CH2:12][N:8]2[C:6]([NH:27][CH2:30][CH2:31][CH2:32][CH2:33][CH3:34])=[O:7])=[O:26])[CH2:37][CH2:36]1. (2) Given the reactants [NH2:1][C:2]1[C:7]2[NH:8][C:9](=[S:16])[N:10]([CH2:11][CH2:12][CH2:13][C:14]#[CH:15])[C:6]=2[CH:5]=[CH:4][N:3]=1.Br[C:18]1[C:26]([I:27])=[CH:25][C:21]2[O:22][CH2:23][O:24][C:20]=2[CH:19]=1.CC1C=CC2C=CC3C=CC(C)=NC=3C=2N=1.O.O(C(C)(C)C)[Na], predict the reaction product. The product is: [I:27][C:26]1[C:18]([S:16][C:9]2[N:10]([CH2:11][CH2:12][CH2:13][C:14]#[CH:15])[C:6]3[CH:5]=[CH:4][N:3]=[C:2]([NH2:1])[C:7]=3[N:8]=2)=[CH:19][C:20]2[O:24][CH2:23][O:22][C:21]=2[CH:25]=1. (3) The product is: [C:14]([N:11]1[CH2:10][CH2:9][N:8]([CH2:7][C:6]([OH:22])=[O:5])[CH2:13][CH2:12]1)(=[O:21])[C:15]1[CH:20]=[CH:19][CH:18]=[CH:17][CH:16]=1. Given the reactants CO.C([O:5][C:6](=[O:22])[CH2:7][N:8]1[CH2:13][CH2:12][N:11]([C:14](=[O:21])[C:15]2[CH:20]=[CH:19][CH:18]=[CH:17][CH:16]=2)[CH2:10][CH2:9]1)C.[OH-].[Li+].Cl, predict the reaction product. (4) Given the reactants [NH:1]1[CH2:6][CH2:5][NH:4][CH2:3][CH2:2]1.[CH2:7]([C:9]1[CH:21]=[C:20]([S:22][CH2:23][C:24]2[S:28][C:27]([C:29]3[CH:34]=[CH:33][C:32]([C:35]([F:38])([F:37])[F:36])=[CH:31][CH:30]=3)=[N:26][C:25]=2[CH2:39]O)[CH:19]=[CH:18][C:10]=1[O:11][CH2:12][C:13]([O:15][CH2:16][CH3:17])=[O:14])[CH3:8], predict the reaction product. The product is: [CH2:7]([C:9]1[CH:21]=[C:20]([S:22][CH2:23][C:24]2[S:28][C:27]([C:29]3[CH:34]=[CH:33][C:32]([C:35]([F:36])([F:38])[F:37])=[CH:31][CH:30]=3)=[N:26][C:25]=2[CH2:39][N:1]2[CH2:6][CH2:5][N:4]([C:20]3[CH:19]=[CH:18][C:10]([O:11][CH3:12])=[CH:9][CH:21]=3)[CH2:3][CH2:2]2)[CH:19]=[CH:18][C:10]=1[O:11][CH2:12][C:13]([O:15][CH2:16][CH3:17])=[O:14])[CH3:8]. (5) The product is: [Br:2][C:3]1[CH:4]=[N:5][N:6]([CH:8]2[CH2:13][CH2:12][N:11]([S:24]([CH3:23])(=[O:26])=[O:25])[CH2:10][CH2:9]2)[CH:7]=1. Given the reactants Cl.[Br:2][C:3]1[CH:4]=[N:5][N:6]([CH:8]2[CH2:13][CH2:12][NH:11][CH2:10][CH2:9]2)[CH:7]=1.CCN(C(C)C)C(C)C.[CH3:23][S:24](Cl)(=[O:26])=[O:25], predict the reaction product.